From a dataset of Catalyst prediction with 721,799 reactions and 888 catalyst types from USPTO. Predict which catalyst facilitates the given reaction. (1) Reactant: [C:1]1([CH:8]=[CH:7][C:5]([OH:6])=[CH:4][CH:3]=1)[OH:2].[OH-].[K+].[Br:11][CH2:12][CH2:13][CH2:14]Br. Product: [Br:11][CH2:12][CH2:13][CH2:14][O:2][C:1]1[CH:8]=[CH:7][C:5]([OH:6])=[CH:4][CH:3]=1. The catalyst class is: 5. (2) Reactant: Cl.[F:2][C:3]1[CH:8]=[CH:7][C:6]([NH:9][NH2:10])=[CH:5][CH:4]=1.O.O=[C:13]([CH3:16])[CH:14]=[O:15]. Product: [F:2][C:3]1[CH:8]=[CH:7][C:6]([NH:9]/[N:10]=[C:13](\[CH3:16])/[CH:14]=[O:15])=[CH:5][CH:4]=1. The catalyst class is: 15. (3) Reactant: [Br:1][C:2]1[CH:3]=[C:4]([CH:7]=[C:8](Br)[C:9]=1[OH:10])[C:5]#[N:6].C(O)(=O)C.[N:16]([O-:18])=[O:17].[Na+].O. Product: [Br:1][C:2]1[CH:3]=[C:4]([CH:7]=[C:8]([N+:16]([O-:18])=[O:17])[C:9]=1[OH:10])[C:5]#[N:6]. The catalyst class is: 13. (4) Reactant: C([O:5][C:6](=[O:30])[CH:7]([CH2:21][C:22]1[CH:27]=[CH:26][C:25]([Cl:28])=[C:24]([Cl:29])[CH:23]=1)[CH2:8][NH:9][C:10]([C:12]1([CH2:17][C:18]([OH:20])=[O:19])[CH2:16][CH2:15][CH2:14][CH2:13]1)=[O:11])(C)(C)C.C(O)(C(F)(F)F)=O. Product: [C:18]([CH2:17][C:12]1([C:10]([NH:9][CH2:8][CH:7]([CH2:21][C:22]2[CH:27]=[CH:26][C:25]([Cl:28])=[C:24]([Cl:29])[CH:23]=2)[C:6]([OH:30])=[O:5])=[O:11])[CH2:16][CH2:15][CH2:14][CH2:13]1)([OH:20])=[O:19]. The catalyst class is: 2.